Dataset: Reaction yield outcomes from USPTO patents with 853,638 reactions. Task: Predict the reaction yield, written as a fraction of the theoretical maximum amount of product (1.0 means a 100% yield; for example, 0.34 means a 34% yield). (1) The reactants are [Cl:1][C:2]([Cl:44])([Cl:43])[CH2:3][O:4][C:5]([C@@H:7]1[CH2:12][CH2:11][CH2:10][N:9]([C:13](=[O:42])[C@@H:14]([NH:34][C:35](OC(C)(C)C)=[O:36])[CH2:15][O:16][Si:17]([C:30]([CH3:33])([CH3:32])[CH3:31])([C:24]2[CH:29]=[CH:28][CH:27]=[CH:26][CH:25]=2)[C:18]2[CH:23]=[CH:22][CH:21]=[CH:20][CH:19]=2)[NH:8]1)=[O:6].FC(F)(F)S(O[Si](C)(C)C)(=O)=O.C(N(CC)C(C)C)(C)C.[C:66]([O:70][C:71]([NH:73][C@H:74](C(O)=O)[CH:75]([CH3:77])[CH3:76])=[O:72])([CH3:69])([CH3:68])[CH3:67].C[NH3+].F[P-](F)(F)(F)(F)F.N1(OC(N(C)C)=[N+](C)C)C2N=CC=CC=2N=N1.F[P-](F)(F)(F)(F)F. The yield is 0.440. The product is [Cl:1][C:2]([Cl:44])([Cl:43])[CH2:3][O:4][C:5]([C@@H:7]1[CH2:12][CH2:11][CH2:10][N:9]([C:13](=[O:42])[C@@H:14]([NH:34][C:35](=[O:36])[C@@H:74]([NH:73][C:71]([O:70][C:66]([CH3:68])([CH3:67])[CH3:69])=[O:72])[CH:75]([CH3:77])[CH3:76])[CH2:15][O:16][Si:17]([C:30]([CH3:32])([CH3:31])[CH3:33])([C:24]2[CH:29]=[CH:28][CH:27]=[CH:26][CH:25]=2)[C:18]2[CH:19]=[CH:20][CH:21]=[CH:22][CH:23]=2)[NH:8]1)=[O:6]. The catalyst is ClCCl. (2) The reactants are C(OC(=O)[NH:7][CH:8]([C:16](=[O:40])[NH:17][CH:18]1[CH2:23][CH2:22][CH2:21][CH:20]([N:24]2[C:33]3[CH:32]=[CH:31][CH:30]=[C:29]([Cl:34])[C:28]=3[C:27]3=[N:35][O:36][C:37]([CH3:38])=[C:26]3[C:25]2=[O:39])[CH2:19]1)[CH2:9][C:10]1[CH:15]=[CH:14][CH:13]=[CH:12][CH:11]=1)(C)(C)C. The catalyst is Cl. The product is [NH2:7][CH:8]([CH2:9][C:10]1[CH:11]=[CH:12][CH:13]=[CH:14][CH:15]=1)[C:16]([NH:17][CH:18]1[CH2:23][CH2:22][CH2:21][CH:20]([N:24]2[C:33]3[CH:32]=[CH:31][CH:30]=[C:29]([Cl:34])[C:28]=3[C:27]3=[N:35][O:36][C:37]([CH3:38])=[C:26]3[C:25]2=[O:39])[CH2:19]1)=[O:40]. The yield is 1.00. (3) The reactants are [Br:1][C:2]1[CH:10]=[CH:9][C:8]2[NH:7][C:6]3[CH2:11][CH2:12][NH:13][CH2:14][C:5]=3[C:4]=2[CH:3]=1.CN(C1C=CC=CN=1)C.[C:24](O[C:24]([O:26][C:27]([CH3:30])([CH3:29])[CH3:28])=[O:25])([O:26][C:27]([CH3:30])([CH3:29])[CH3:28])=[O:25].C(N(CC)CC)C. The catalyst is C(Cl)Cl.CO. The product is [Br:1][C:2]1[CH:10]=[CH:9][C:8]2[NH:7][C:6]3[CH2:11][CH2:12][N:13]([C:24]([O:26][C:27]([CH3:30])([CH3:29])[CH3:28])=[O:25])[CH2:14][C:5]=3[C:4]=2[CH:3]=1. The yield is 0.820. (4) The reactants are [CH3:1][S:2](Cl)(=[O:4])=[O:3].[Br:6][C:7]1[CH:12]=[CH:11][C:10]([C@H:13]([NH2:18])[C:14]([F:17])([F:16])[F:15])=[CH:9][CH:8]=1.N1C(C)=CC=CC=1C. The catalyst is CN(C)C1C=CN=CC=1.C(Cl)Cl. The product is [Br:6][C:7]1[CH:12]=[CH:11][C:10]([C@H:13]([NH:18][S:2]([CH3:1])(=[O:4])=[O:3])[C:14]([F:16])([F:17])[F:15])=[CH:9][CH:8]=1. The yield is 0.930. (5) The catalyst is C1COCC1. The reactants are [S:1]1[CH:5]=[CH:4][CH:3]=[C:2]1[CH2:6][NH:7][C:8]([C:10]1[N:11]=[C:12]2[C:17]([C:18]([F:21])([F:20])[F:19])=[CH:16][C:15]([C:22]#[C:23][Si](C)(C)C)=[CH:14][N:13]2[C:28]=1[Cl:29])=[O:9].S1C=CC=C1CNC(C1N=C2C(C(F)(F)F)=CC(C#CC3C=CC=CC=3)=CN2C=1Cl)=O.CCN(CC)CC. The product is [S:1]1[CH:5]=[CH:4][CH:3]=[C:2]1[CH2:6][NH:7][C:8]([C:10]1[N:11]=[C:12]2[C:17]([C:18]([F:21])([F:19])[F:20])=[CH:16][C:15]([C:22]#[CH:23])=[CH:14][N:13]2[C:28]=1[Cl:29])=[O:9]. The yield is 0.190. (6) The reactants are [NH2:1][C:2]1[C:11]2[CH:10]=[CH:9][CH:8]=[C:7](Br)[C:6]=2[N:5]=[C:4]2[CH2:13][N:14]([CH2:17][C:18]3[CH:23]=[CH:22][C:21]([O:24][CH3:25])=[C:20]([O:26][CH3:27])[CH:19]=3)[C:15](=[O:16])[C:3]=12.[Cl:28][C:29]1[C:34](B(O)O)=[CH:33][CH:32]=[C:31]([CH3:38])[N:30]=1. No catalyst specified. The product is [NH2:1][C:2]1[C:11]2[CH:10]=[CH:9][CH:8]=[C:7]([C:34]3[C:29]([Cl:28])=[N:30][C:31]([CH3:38])=[CH:32][CH:33]=3)[C:6]=2[N:5]=[C:4]2[CH2:13][N:14]([CH2:17][C:18]3[CH:23]=[CH:22][C:21]([O:24][CH3:25])=[C:20]([O:26][CH3:27])[CH:19]=3)[C:15](=[O:16])[C:3]=12. The yield is 0.340. (7) The reactants are S(Cl)(Cl)=O.[N:5]1[CH:10]=[CH:9][N:8]=[CH:7][C:6]=1[C:11]([OH:13])=[O:12].[CH3:14]O. No catalyst specified. The product is [N:5]1[CH:10]=[CH:9][N:8]=[CH:7][C:6]=1[C:11]([O:13][CH3:14])=[O:12]. The yield is 0.870.